From a dataset of Reaction yield outcomes from USPTO patents with 853,638 reactions. Predict the reaction yield, written as a fraction of the theoretical maximum amount of product (1.0 means a 100% yield; for example, 0.34 means a 34% yield). The reactants are [Cl:1][C:2]1[N:11]=[C:10](Cl)[C:9]2[CH2:8][CH2:7][CH2:6][CH:5]([C:13]3[CH:18]=[CH:17][C:16]([F:19])=[CH:15][CH:14]=3)[C:4]=2[N:3]=1.[Cl-].[NH4+]. The catalyst is CC(C)=O.O.[Zn]. The product is [Cl:1][C:2]1[N:11]=[CH:10][C:9]2[CH2:8][CH2:7][CH2:6][CH:5]([C:13]3[CH:18]=[CH:17][C:16]([F:19])=[CH:15][CH:14]=3)[C:4]=2[N:3]=1. The yield is 0.197.